Predict the product of the given reaction. From a dataset of Forward reaction prediction with 1.9M reactions from USPTO patents (1976-2016). (1) Given the reactants [CH3:1][C@H:2]1[O:7][C@@H:6]([CH3:8])[CH2:5][N:4]([C:9]2[C:17]([CH:18]=O)=[CH:16][C:12]([C:13]([OH:15])=[O:14])=[C:11]([F:20])[C:10]=2[F:21])[CH2:3]1.[NH:22]1[C:29](=[O:30])[CH2:28][C:26](=[O:27])[NH:25][C:23]1=[O:24], predict the reaction product. The product is: [F:20][C:11]1[C:10]([F:21])=[C:9]2[C:17]([CH2:18][C:28]3([C@H:5]4[C@H:6]([CH3:8])[O:7][C@H:2]([CH3:1])[CH2:3][N:4]42)[C:26](=[O:27])[NH:25][C:23](=[O:24])[NH:22][C:29]3=[O:30])=[CH:16][C:12]=1[C:13]([OH:15])=[O:14]. (2) Given the reactants [NH:1]([C:3]1[CH:8]=[CH:7][C:6]([C:9]([F:12])([F:11])[F:10])=[CH:5][N:4]=1)[NH2:2].O=[CH:14][C:15]([O:17][CH2:18][CH3:19])=[O:16].C(OI(C1C=CC=CC=1)OC(=O)C)(=O)C, predict the reaction product. The product is: [F:11][C:9]([F:12])([F:10])[C:6]1[CH:7]=[CH:8][C:3]2[N:4]([C:14]([C:15]([O:17][CH2:18][CH3:19])=[O:16])=[N:2][N:1]=2)[CH:5]=1. (3) Given the reactants [CH2:1]([NH:5][C:6](=[O:21])[O:7][CH:8]1[CH2:13][CH2:12][N:11](CC2C=CC=CC=2)[CH2:10][CH2:9]1)[CH2:2][CH2:3][CH3:4], predict the reaction product. The product is: [CH2:1]([NH:5][C:6](=[O:21])[O:7][CH:8]1[CH2:13][CH2:12][NH:11][CH2:10][CH2:9]1)[CH2:2][CH2:3][CH3:4]. (4) The product is: [F:19][C:20]1[CH:26]=[C:25]([O:27][CH3:28])[CH:24]=[CH:23][C:21]=1[NH:13][C:12]1[C:11]2[C:10](=[CH:9][CH:8]=[C:6]3[N:7]=[C:3]([C:1]#[N:2])[S:4][C:5]3=2)[N:14]=[CH:15][N:16]=1. Given the reactants [C:1]([C:3]1[S:4][C:5]2[C:11]([C:12]#[N:13])=[C:10](/[N:14]=[CH:15]/[N:16](C)C)[CH:9]=[CH:8][C:6]=2[N:7]=1)#[N:2].[F:19][C:20]1[CH:26]=[C:25]([O:27][CH3:28])[CH:24]=[CH:23][C:21]=1N.[K+].[Br-], predict the reaction product.